This data is from Forward reaction prediction with 1.9M reactions from USPTO patents (1976-2016). The task is: Predict the product of the given reaction. (1) Given the reactants [K].[Br:2][C:3]1[CH:4]=[CH:5][C:6]([F:14])=[C:7]([C:9]([CH:11]2[CH2:13][CH2:12]2)=O)[CH:8]=1.[C:15]1(C)C=CC=CC=1, predict the reaction product. The product is: [Br:2][C:3]1[CH:4]=[CH:5][C:6]([F:14])=[C:7]([C:9]([CH:11]2[CH2:13][CH2:12]2)=[CH2:15])[CH:8]=1. (2) Given the reactants [CH2:1]([O:4][C:5]1([CH3:34])[CH2:10][CH2:9][N:8]([C:11]2[N:16]3[N:17]=[C:18]([CH2:20]I)[CH:19]=[C:15]3[N:14]=[C:13]([CH3:22])[C:12]=2[C@H:23]([O:29][C:30]([CH3:33])([CH3:32])[CH3:31])[C:24]([O:26][CH2:27][CH3:28])=[O:25])[CH2:7][CH2:6]1)[CH:2]=[CH2:3].CCN(C(C)C)C(C)C.[CH2:44]([C:48]1[CH:58]=[C:57]([F:59])[CH:56]=[CH:55][C:49]=1[CH2:50][NH:51][CH:52]1[CH2:54][CH2:53]1)[CH2:45][CH:46]=[CH2:47], predict the reaction product. The product is: [CH2:1]([O:4][C:5]1([CH3:34])[CH2:10][CH2:9][N:8]([C:11]2[N:16]3[N:17]=[C:18]([CH2:20][N:51]([CH2:50][C:49]4[CH:55]=[CH:56][C:57]([F:59])=[CH:58][C:48]=4[CH2:44][CH2:45][CH:46]=[CH2:47])[CH:52]4[CH2:54][CH2:53]4)[CH:19]=[C:15]3[N:14]=[C:13]([CH3:22])[C:12]=2[C@H:23]([O:29][C:30]([CH3:33])([CH3:32])[CH3:31])[C:24]([O:26][CH2:27][CH3:28])=[O:25])[CH2:7][CH2:6]1)[CH:2]=[CH2:3]. (3) Given the reactants [CH2:1]([O:8][C:9]1[C:10]([F:22])=[C:11]([CH2:18][C:19](=O)[CH3:20])[C:12]([N+:15]([O-])=O)=[CH:13][CH:14]=1)[C:2]1[CH:7]=[CH:6][CH:5]=[CH:4][CH:3]=1.NN, predict the reaction product. The product is: [CH2:1]([O:8][C:9]1[C:10]([F:22])=[C:11]2[C:12](=[CH:13][CH:14]=1)[NH:15][C:19]([CH3:20])=[CH:18]2)[C:2]1[CH:7]=[CH:6][CH:5]=[CH:4][CH:3]=1. (4) Given the reactants [CH2:1](Br)[C:2]1[CH:7]=[CH:6][CH:5]=[CH:4][CH:3]=1.Br[C:10]1[C:11](=[O:16])[NH:12][CH:13]=[CH:14][CH:15]=1, predict the reaction product. The product is: [CH2:1]([O:16][C:11]1[CH:10]=[CH:15][CH:14]=[CH:13][N:12]=1)[C:2]1[CH:7]=[CH:6][CH:5]=[CH:4][CH:3]=1. (5) Given the reactants N(OC(C)(C)C)=O.[Br:8][C:9]1[CH:15]=[CH:14][C:12](N)=[C:11]([I:16])[CH:10]=1.[ClH:17], predict the reaction product. The product is: [Br:8][C:9]1[CH:15]=[CH:14][C:12]([Cl:17])=[C:11]([I:16])[CH:10]=1. (6) Given the reactants [NH:1]1[CH2:5][CH2:4][CH2:3][CH:2]1[CH2:6][NH:7][C:8]1[CH:9]=[CH:10][C:11]([C:14]([O:16][CH2:17][CH3:18])=[O:15])=[N:12][CH:13]=1.[CH3:19][O:20][C:21]1[CH:22]=[C:23]([CH2:38][C:39](O)=[O:40])[CH:24]=[CH:25][C:26]=1[NH:27][C:28]([NH:30][C:31]1[CH:36]=[CH:35][CH:34]=[CH:33][C:32]=1[CH3:37])=[O:29].CCN=C=NCCCN(C)C.Cl, predict the reaction product. The product is: [CH3:19][O:20][C:21]1[CH:22]=[C:23]([CH2:38][C:39]([N:1]2[CH2:5][CH2:4][CH2:3][CH:2]2[CH2:6][NH:7][C:8]2[CH:9]=[CH:10][C:11]([C:14]([O:16][CH2:17][CH3:18])=[O:15])=[N:12][CH:13]=2)=[O:40])[CH:24]=[CH:25][C:26]=1[NH:27][C:28]([NH:30][C:31]1[CH:36]=[CH:35][CH:34]=[CH:33][C:32]=1[CH3:37])=[O:29]. (7) Given the reactants [C:1]([O:5][C:6](=[O:31])[NH:7][CH2:8][CH2:9][O:10][NH:11][C:12]([C@@H:14]1[CH2:20][CH2:19][C@@H:18]2[CH2:21][N:15]1[C:16](=[O:30])[N:17]2[O:22]CC1C=CC=CC=1)=[O:13])([CH3:4])([CH3:3])[CH3:2], predict the reaction product. The product is: [C:1]([O:5][C:6](=[O:31])[NH:7][CH2:8][CH2:9][O:10][NH:11][C:12]([C@@H:14]1[CH2:20][CH2:19][C@@H:18]2[CH2:21][N:15]1[C:16](=[O:30])[N:17]2[OH:22])=[O:13])([CH3:4])([CH3:2])[CH3:3]. (8) Given the reactants Br[C:2]1[CH:3]=[C:4]([CH2:8][C:9]([O:11][CH3:12])=[O:10])[CH:5]=[CH:6][CH:7]=1.[B:13]1([B:13]2[O:17][C:16]([CH3:19])([CH3:18])[C:15]([CH3:21])([CH3:20])[O:14]2)[O:17][C:16]([CH3:19])([CH3:18])[C:15]([CH3:21])([CH3:20])[O:14]1, predict the reaction product. The product is: [CH3:12][O:11][C:9](=[O:10])[CH2:8][C:4]1[CH:5]=[CH:6][CH:7]=[C:2]([B:13]2[O:17][C:16]([CH3:19])([CH3:18])[C:15]([CH3:21])([CH3:20])[O:14]2)[CH:3]=1. (9) Given the reactants [C:1]([NH:4][C:5]1[S:6][C:7]2[CH2:13][C@@H:12](C(O)=O)[CH2:11][CH2:10][C:8]=2[N:9]=1)(=[O:3])[CH3:2].C([N:19]([CH2:22]C)CC)C.C1(P(N=[N+]=[N-])(C2C=CC=CC=2)=[O:31])C=CC=CC=1.[OH-].[Na+].[CH:43]([OH:46])([CH3:45])[CH3:44], predict the reaction product. The product is: [C:1]([NH:4][C:5]1[S:6][C:7]2[CH2:13][C@@H:12]([NH:19][C:22](=[O:31])[O:46][CH:43]([CH3:45])[CH3:44])[CH2:11][CH2:10][C:8]=2[N:9]=1)(=[O:3])[CH3:2]. (10) Given the reactants [Cl:1][C:2]1[C:7]([CH:8]=O)=[CH:6][CH:5]=[CH:4][N:3]=1.[CH3:10][NH2:11].[BH4-].[Na+], predict the reaction product. The product is: [Cl:1][C:2]1[C:7]([CH2:8][NH:11][CH3:10])=[CH:6][CH:5]=[CH:4][N:3]=1.